From a dataset of Full USPTO retrosynthesis dataset with 1.9M reactions from patents (1976-2016). Predict the reactants needed to synthesize the given product. (1) Given the product [C:15]([O:19][C@@H:20]([C@H:22]1[CH2:26][O:25][C:24](=[O:27])[N:23]1[C:6]1[N:5]=[C:4]([Cl:3])[N:9]=[C:8]([C:10]([O:12][CH3:13])=[O:11])[CH:7]=1)[CH3:21])([CH3:16])([CH3:17])[CH3:18], predict the reactants needed to synthesize it. The reactants are: [H-].[Na+].[Cl:3][C:4]1[N:9]=[C:8]([C:10]([O:12][CH3:13])=[O:11])[CH:7]=[C:6](Cl)[N:5]=1.[C:15]([O:19][C@@H:20]([C@H:22]1[CH2:26][O:25][C:24](=[O:27])[NH:23]1)[CH3:21])([CH3:18])([CH3:17])[CH3:16]. (2) Given the product [Cl:21][C:22]1[CH:30]=[CH:29][CH:28]=[C:27]([Cl:31])[C:23]=1[C:24]([N:3]1[C:4]2[C:9](=[CH:8][C:7]([N+:11]([O-:13])=[O:12])=[CH:6][CH:5]=2)[CH:10]=[C:2]1[CH3:1])=[O:25], predict the reactants needed to synthesize it. The reactants are: [CH3:1][C:2]1[NH:3][C:4]2[C:9]([CH:10]=1)=[CH:8][C:7]([N+:11]([O-:13])=[O:12])=[CH:6][CH:5]=2.[OH-].[Na+].CN(C=O)C.[Cl:21][C:22]1[CH:30]=[CH:29][CH:28]=[C:27]([Cl:31])[C:23]=1[C:24](Cl)=[O:25]. (3) Given the product [F:1][CH:2]([F:28])[C:3]1[N:7]([C:8]2[CH:13]=[C:12]([N:14]3[CH2:19][CH2:18][O:17][CH2:16][CH2:15]3)[N:11]=[C:10]([NH:35][C@H:32]3[CH2:33][CH2:34][C@H:29]([NH2:36])[CH2:30][CH2:31]3)[N:9]=2)[C:6]2[CH:24]=[CH:25][CH:26]=[CH:27][C:5]=2[N:4]=1, predict the reactants needed to synthesize it. The reactants are: [F:1][CH:2]([F:28])[C:3]1[N:7]([C:8]2[CH:13]=[C:12]([N:14]3[CH2:19][CH2:18][O:17][CH2:16][CH2:15]3)[N:11]=[C:10](S(C)(=O)=O)[N:9]=2)[C:6]2[CH:24]=[CH:25][CH:26]=[CH:27][C:5]=2[N:4]=1.[C@H:29]1([NH2:36])[CH2:34][CH2:33][C@H:32]([NH2:35])[CH2:31][CH2:30]1.C(=O)([O-])[O-].[K+].[K+].O. (4) Given the product [F:1][C:2]1[CH:3]=[CH:4][C:5]([C:8]2[CH:13]=[CH:12][C:11]([S:14]([CH3:17])(=[O:15])=[O:16])=[CH:10][C:9]=2[C:18]([N:24]2[CH2:25][CH2:26][N:21]([C:27]3[N:32]=[CH:31][C:30]([C:33](=[O:35])[CH3:34])=[CH:29][CH:28]=3)[CH2:22][CH2:23]2)=[O:20])=[CH:6][CH:7]=1, predict the reactants needed to synthesize it. The reactants are: [F:1][C:2]1[CH:7]=[CH:6][C:5]([C:8]2[C:9]([C:18]([OH:20])=O)=[CH:10][C:11]([S:14]([CH3:17])(=[O:16])=[O:15])=[CH:12][CH:13]=2)=[CH:4][CH:3]=1.[N:21]1([C:27]2[N:32]=[CH:31][C:30]([C:33](=[O:35])[CH3:34])=[CH:29][CH:28]=2)[CH2:26][CH2:25][NH:24][CH2:23][CH2:22]1. (5) Given the product [CH3:15][N:13]1[CH:14]=[C:10]([C:9]2[CH:8]=[CH:7][N:6]=[C:5]3[N:25]([S:26]([C:29]4[CH:30]=[CH:31][CH:32]=[CH:33][CH:34]=4)(=[O:27])=[O:28])[C:2]([C:43]4[CH:48]=[N:47][C:46]([N:49]5[CH2:50][CH2:51][N:52]([C:55]([O:57][C:58]([CH3:61])([CH3:60])[CH3:59])=[O:56])[CH2:53][CH2:54]5)=[N:45][CH:44]=4)=[CH:3][C:4]=23)[C:11]([C:16]2[CH:21]=[CH:20][C:19]([N+:22]([O-:24])=[O:23])=[CH:18][CH:17]=2)=[N:12]1, predict the reactants needed to synthesize it. The reactants are: I[C:2]1[N:25]([S:26]([C:29]2[CH:34]=[CH:33][CH:32]=[CH:31][CH:30]=2)(=[O:28])=[O:27])[C:5]2=[N:6][CH:7]=[CH:8][C:9]([C:10]3[C:11]([C:16]4[CH:21]=[CH:20][C:19]([N+:22]([O-:24])=[O:23])=[CH:18][CH:17]=4)=[N:12][N:13]([CH3:15])[CH:14]=3)=[C:4]2[CH:3]=1.CC1(C)C(C)(C)OB([C:43]2[CH:44]=[N:45][C:46]([N:49]3[CH2:54][CH2:53][N:52]([C:55]([O:57][C:58]([CH3:61])([CH3:60])[CH3:59])=[O:56])[CH2:51][CH2:50]3)=[N:47][CH:48]=2)O1.C([O-])(O)=O.[Na+].